From a dataset of Full USPTO retrosynthesis dataset with 1.9M reactions from patents (1976-2016). Predict the reactants needed to synthesize the given product. (1) The reactants are: [CH3:1][O:2][C:3]1[CH:10]=[CH:9][C:6]([CH2:7]O)=[CH:5][CH:4]=1.O=S(Cl)[Cl:13]. Given the product [Cl:13][CH2:7][C:6]1[CH:9]=[CH:10][C:3]([O:2][CH3:1])=[CH:4][CH:5]=1, predict the reactants needed to synthesize it. (2) The reactants are: N1(CCNC(=O)/C=C/C2C=CC=CC=2F)C2C=CC=CC=2N=C1.[N:24]1([CH2:33][CH2:34][N:35]2C(=O)C3C(=CC=CC=3)C2=O)[C:32]2[C:27](=[CH:28][CH:29]=[CH:30][CH:31]=2)[CH:26]=[CH:25]1.O.NN. Given the product [N:24]1([CH2:33][CH2:34][NH2:35])[C:32]2[C:27](=[CH:28][CH:29]=[CH:30][CH:31]=2)[CH:26]=[CH:25]1, predict the reactants needed to synthesize it.